From a dataset of Full USPTO retrosynthesis dataset with 1.9M reactions from patents (1976-2016). Predict the reactants needed to synthesize the given product. (1) Given the product [CH3:19][C:4]1[CH:3]=[C:2]([S:21][CH3:20])[N:7]=[CH:6][C:5]=1[C:8]1[CH:17]=[C:16]2[C:11]([CH:12]=[C:13]([NH2:18])[N:14]=[CH:15]2)=[CH:10][CH:9]=1, predict the reactants needed to synthesize it. The reactants are: F[C:2]1[N:7]=[CH:6][C:5]([C:8]2[CH:17]=[C:16]3[C:11]([CH:12]=[C:13]([NH2:18])[N:14]=[CH:15]3)=[CH:10][CH:9]=2)=[C:4]([CH3:19])[CH:3]=1.[CH3:20][S-:21].[Na+].CN(C)C(=O)C. (2) Given the product [CH2:1]([O:8][C:9]([N:11]1[CH2:15][CH2:14][CH2:13][CH:12]1[C:16]1[N:17]([CH2:26][CH2:27][O:28][Si:29]([C:32]([CH3:35])([CH3:34])[CH3:33])([CH3:31])[CH3:30])[C:18]2[CH:24]=[CH:23][CH:22]=[CH:21][C:19]=2[N:20]=1)=[O:10])[C:2]1[CH:3]=[CH:4][CH:5]=[CH:6][CH:7]=1, predict the reactants needed to synthesize it. The reactants are: [CH2:1]([O:8][C:9]([N:11]1[CH2:15][CH2:14][CH2:13][CH:12]1[C:16]1[NH:20][C:19]2[CH:21]=[CH:22][CH:23]=[CH:24][C:18]=2[N:17]=1)=[O:10])[C:2]1[CH:7]=[CH:6][CH:5]=[CH:4][CH:3]=1.Br[CH2:26][CH2:27][O:28][Si:29]([C:32]([CH3:35])([CH3:34])[CH3:33])([CH3:31])[CH3:30].C([O-])([O-])=O.[Cs+].[Cs+]. (3) Given the product [Si:19]([O:18][CH2:17][CH:2]([OH:1])[CH2:3][N:4]1[C:13]2[C:8](=[CH:9][CH:10]=[C:11]([O:14][CH3:15])[CH:12]=2)[N:7]=[CH:6][C:5]1=[O:16])([C:22]([CH3:25])([CH3:24])[CH3:23])([CH3:21])[CH3:20], predict the reactants needed to synthesize it. The reactants are: [OH:1][CH:2]([CH2:17][OH:18])[CH2:3][N:4]1[C:13]2[C:8](=[CH:9][CH:10]=[C:11]([O:14][CH3:15])[CH:12]=2)[N:7]=[CH:6][C:5]1=[O:16].[Si:19](Cl)([C:22]([CH3:25])([CH3:24])[CH3:23])([CH3:21])[CH3:20].C(N(CC)CC)C. (4) Given the product [OH:25][NH:24][C:5](=[O:6])[C@@H:4]([OH:3])[C@@H:8]([CH2:9][CH2:10][CH2:11][CH3:12])[C:13]([N:15]1[CH2:19][CH2:18][CH2:17][C@H:16]1[C:20]([NH2:22])=[O:21])=[O:14], predict the reactants needed to synthesize it. The reactants are: CC1(C)[O:6][C:5](=O)[CH:4]([CH:8]([C:13]([N:15]2[CH2:19][CH2:18][CH2:17][C@H:16]2[C:20]([NH2:22])=[O:21])=[O:14])[CH2:9][CH2:10][CH2:11][CH3:12])[O:3]1.[NH2:24][OH:25].